This data is from Full USPTO retrosynthesis dataset with 1.9M reactions from patents (1976-2016). The task is: Predict the reactants needed to synthesize the given product. (1) Given the product [ClH:38].[N:32]1([C:1]([O:2][CH2:3][C:4]2[CH:5]=[C:6]([CH3:11])[N:7]=[C:8]([CH3:10])[CH:9]=2)=[O:22])[CH2:37][CH2:36][O:35][CH2:34][CH2:33]1, predict the reactants needed to synthesize it. The reactants are: [C:1](=[O:22])(OC1C=CC([N+]([O-])=O)=CC=1)[O:2][CH2:3][C:4]1[CH:9]=[C:8]([CH3:10])[N:7]=[C:6]([CH3:11])[CH:5]=1.CCN(C(C)C)C(C)C.[NH:32]1[CH2:37][CH2:36][O:35][CH2:34][CH2:33]1.[ClH:38]. (2) Given the product [CH:18]1([NH:17][C:15](=[O:16])[C:14]2[CH:21]=[CH:22][C:11]([C:8]3[N:6]4[CH:7]=[C:2]([C:33]5[CH:34]=[CH:35][C:30]([CH:28]=[CH2:29])=[CH:31][CH:32]=5)[N:3]=[C:4]([NH:23][CH2:24][CH:25]([CH3:27])[CH3:26])[C:5]4=[N:10][CH:9]=3)=[CH:12][CH:13]=2)[CH2:20][CH2:19]1, predict the reactants needed to synthesize it. The reactants are: Br[C:2]1[N:3]=[C:4]([NH:23][CH2:24][CH:25]([CH3:27])[CH3:26])[C:5]2[N:6]([C:8]([C:11]3[CH:22]=[CH:21][C:14]([C:15]([NH:17][CH:18]4[CH2:20][CH2:19]4)=[O:16])=[CH:13][CH:12]=3)=[CH:9][N:10]=2)[CH:7]=1.[CH:28]([C:30]1[CH:35]=[CH:34][C:33](B(O)O)=[CH:32][CH:31]=1)=[CH2:29].C(=O)([O-])[O-].[K+].[K+]. (3) Given the product [C:1]([O:5][CH2:6][CH2:7][O:8][C:12]1[C:13]([C@@:18]23[O:36][CH2:35][O:34][C@@H:19]2[CH2:20][N:21]([C:24]([C:26]2[CH:31]=[CH:30][C:29]([O:8][CH2:7][CH2:6][O:5][C:1]([CH3:4])([CH3:3])[CH3:2])=[C:28]([Cl:33])[CH:27]=2)=[O:25])[CH2:22][CH2:23]3)=[N:14][CH:15]=[CH:16][CH:17]=1)([CH3:4])([CH3:3])[CH3:2], predict the reactants needed to synthesize it. The reactants are: [C:1]([O:5][CH2:6][CH2:7][OH:8])([CH3:4])([CH3:3])[CH3:2].[H-].[Na+].F[C:12]1[C:13]([C@@:18]23[O:36][CH2:35][O:34][C@@H:19]2[CH2:20][N:21]([C:24]([C:26]2[CH:31]=[CH:30][C:29](F)=[C:28]([Cl:33])[CH:27]=2)=[O:25])[CH2:22][CH2:23]3)=[N:14][CH:15]=[CH:16][CH:17]=1. (4) The reactants are: Br[C:2]1[CH:3]=[C:4]([N:8]2[CH2:13][CH2:12][CH:11]([N:14]([CH3:18])[C:15](=[O:17])[CH3:16])[CH2:10][CH2:9]2)[CH:5]=[CH:6][CH:7]=1.[B:19]1([B:19]2[O:23][C:22]([CH3:25])([CH3:24])[C:21]([CH3:27])([CH3:26])[O:20]2)[O:23][C:22]([CH3:25])([CH3:24])[C:21]([CH3:27])([CH3:26])[O:20]1.C(Cl)Cl.C([O-])(=O)C. Given the product [CH3:18][N:14]([CH:11]1[CH2:12][CH2:13][N:8]([C:4]2[CH:5]=[CH:6][CH:7]=[C:2]([B:19]3[O:23][C:22]([CH3:25])([CH3:24])[C:21]([CH3:27])([CH3:26])[O:20]3)[CH:3]=2)[CH2:9][CH2:10]1)[C:15](=[O:17])[CH3:16], predict the reactants needed to synthesize it.